From a dataset of Full USPTO retrosynthesis dataset with 1.9M reactions from patents (1976-2016). Predict the reactants needed to synthesize the given product. Given the product [C:1]([O:5][C:6]([N:8]1[CH2:13][CH2:12][NH:11][C@@H:10]([CH2:15][O:16][C:17]2[CH:26]=[CH:25][C:24]3[C:19](=[CH:20][CH:21]=[CH:22][CH:23]=3)[CH:18]=2)[CH2:9]1)=[O:7])([CH3:4])([CH3:2])[CH3:3], predict the reactants needed to synthesize it. The reactants are: [C:1]([O:5][C:6]([N:8]1[CH2:13][C:12](=O)[NH:11][C@@H:10]([CH2:15][O:16][C:17]2[CH:26]=[CH:25][C:24]3[C:19](=[CH:20][CH:21]=[CH:22][CH:23]=3)[CH:18]=2)[CH2:9]1)=[O:7])([CH3:4])([CH3:3])[CH3:2].